Predict the reactants needed to synthesize the given product. From a dataset of Full USPTO retrosynthesis dataset with 1.9M reactions from patents (1976-2016). (1) Given the product [F:61][C:62]1[CH:67]=[C:66]([NH:8][C:9](=[O:35])[NH:10][C:11]2[CH:16]=[CH:15][C:14]([C:17]3[CH:18]=[C:19]4[C:23](=[CH:24][CH:25]=3)[C:22](=[O:26])[N:21]([C@@H:27]([CH:32]([CH3:33])[CH3:34])[C:28]([O:30][CH3:31])=[O:29])[CH2:20]4)=[CH:13][CH:12]=2)[CH:65]=[CH:64][CH:63]=1, predict the reactants needed to synthesize it. The reactants are: FC1C=CC([NH:8][C:9](=[O:35])[NH:10][C:11]2[CH:16]=[CH:15][C:14]([C:17]3[CH:18]=[C:19]4[C:23](=[CH:24][CH:25]=3)[C:22](=[O:26])[N:21]([C@@H:27]([CH:32]([CH3:34])[CH3:33])[C:28]([O:30][CH3:31])=[O:29])[CH2:20]4)=[CH:13][CH:12]=2)=CC=1.NC1C=CC(C2C=C3C(=CC=2)C(=O)N([C@@H](C(C)C)C(OC)=O)C3)=CC=1.[F:61][C:62]1[CH:63]=[C:64](N=C=O)[CH:65]=[CH:66][CH:67]=1. (2) Given the product [Br:1][C:2]1[CH:3]=[C:4]([S:8]([N:11]([C:12]2[CH:13]=[CH:14][C:15]([N:18]3[C:24](=[O:25])[CH2:23][C:22](=[O:26])[NH:21][C:20]4[C:27]5[C:32]([CH:33]=[CH:34][C:19]3=4)=[CH:31][CH:30]=[CH:29][CH:28]=5)=[CH:16][CH:17]=2)[CH3:35])(=[O:9])=[O:10])[CH:5]=[CH:6][CH:7]=1, predict the reactants needed to synthesize it. The reactants are: [Br:1][C:2]1[CH:3]=[C:4]([S:8]([NH:11][C:12]2[CH:17]=[CH:16][C:15]([N:18]3[C:24](=[O:25])[CH2:23][C:22](=[O:26])[NH:21][C:20]4[C:27]5[C:32]([CH:33]=[CH:34][C:19]3=4)=[CH:31][CH:30]=[CH:29][CH:28]=5)=[CH:14][CH:13]=2)(=[O:10])=[O:9])[CH:5]=[CH:6][CH:7]=1.[C:35](=O)([O-])[O-].[K+].[K+].CI. (3) Given the product [CH3:33][C:34]1[CH:39]=[C:38]([CH3:40])[N:37]=[C:36]([O:41][CH2:42][C:43]([N:45]([CH3:63])[CH:46]2[CH2:51][CH2:50][N:49]([CH2:52][C:53]3[CH:54]=[CH:55][C:56]([C:59]([F:62])([F:61])[F:60])=[CH:57][CH:58]=3)[CH2:48][CH2:47]2)=[O:44])[N:35]=1.[CH3:10][CH:11]([OH:13])[CH3:14].[CH:67]([O:69][CH:28]([CH3:27])[CH3:23])([CH3:66])[CH3:1], predict the reactants needed to synthesize it. The reactants are: [CH3:1]C1C=C(C)N=C(O[CH2:10][C:11]([OH:13])=O)N=1.[CH3:14]N[CH:14]1CCN(C[C:23]2[CH:28]=[CH:27][C:27](C(F)(F)F)=[CH:28][CH:23]=2)CC1.[CH3:33][C:34]1[CH:39]=[C:38]([CH3:40])[N:37]=[C:36]([O:41][CH2:42][C:43]([N:45]([CH3:63])[CH:46]2[CH2:51][CH2:50][N:49]([CH2:52][C:53]3[CH:58]=[CH:57][C:56]([C:59]([F:62])([F:61])[F:60])=[CH:55][CH:54]=3)[CH2:48][CH2:47]2)=[O:44])[N:35]=1.C(O)(=O)/C=[CH:66]\[C:67]([OH:69])=O. (4) Given the product [F:28][C:7]1[CH:8]=[C:9]([C:12]#[C:13][C:14]2[CH:15]=[C:16]3[C:21](=[CH:22][CH:23]=2)[O:20][C:19]([CH3:25])([CH3:24])[CH2:18][C:17]3([CH3:26])[CH3:27])[CH:10]=[CH:11][C:6]=1[CH2:5][C:4]([OH:29])=[O:3], predict the reactants needed to synthesize it. The reactants are: C([O:3][C:4](=[O:29])[CH2:5][C:6]1[CH:11]=[CH:10][C:9]([C:12]#[C:13][C:14]2[CH:15]=[C:16]3[C:21](=[CH:22][CH:23]=2)[O:20][C:19]([CH3:25])([CH3:24])[CH2:18][C:17]3([CH3:27])[CH3:26])=[CH:8][C:7]=1[F:28])C.CO.[OH-].[Na+].C(OCC)(=O)C. (5) Given the product [N:15]1([C:13]([C@@H:9]2[CH2:10][CH2:11][CH2:12][NH:8]2)=[O:14])[CH2:16][CH2:17][CH2:18][CH2:19]1, predict the reactants needed to synthesize it. The reactants are: C(OC([N:8]1[CH2:12][CH2:11][CH2:10][C@H:9]1[C:13]([N:15]1[CH2:19][CH2:18][CH2:17][CH2:16]1)=[O:14])=O)(C)(C)C. (6) Given the product [CH3:25][CH:23]([N:1]1[CH2:2][CH2:3][CH:4]([NH:7][C:8](=[O:14])[O:9][C:10]([CH3:11])([CH3:13])[CH3:12])[CH2:5][CH2:6]1)[CH2:22][C:19]1[CH:20]=[CH:21][C:16]([CH3:15])=[CH:17][CH:18]=1, predict the reactants needed to synthesize it. The reactants are: [NH:1]1[CH2:6][CH2:5][CH:4]([NH:7][C:8](=[O:14])[O:9][C:10]([CH3:13])([CH3:12])[CH3:11])[CH2:3][CH2:2]1.[CH3:15][C:16]1[CH:21]=[CH:20][C:19]([CH2:22][C:23]([CH3:25])=O)=[CH:18][CH:17]=1.C([BH3-])#N.[Na+]. (7) Given the product [CH3:28][C:18]([CH3:27])([CH2:19][O:20][CH:21]1[CH2:26][CH2:25][CH2:24][CH2:23][O:22]1)[CH2:17][CH2:16][CH2:15][CH2:14][N:5]1[C:1](=[O:11])[C:2]2[C:3](=[CH:7][CH:8]=[CH:9][CH:10]=2)[C:4]1=[O:6], predict the reactants needed to synthesize it. The reactants are: [C:1]1(=[O:11])[NH:5][C:4](=[O:6])[C:3]2=[CH:7][CH:8]=[CH:9][CH:10]=[C:2]12.[K].Br[CH2:14][CH2:15][CH2:16][CH2:17][C:18]([CH3:28])([CH3:27])[CH2:19][O:20][CH:21]1[CH2:26][CH2:25][CH2:24][CH2:23][O:22]1.